Dataset: Full USPTO retrosynthesis dataset with 1.9M reactions from patents (1976-2016). Task: Predict the reactants needed to synthesize the given product. (1) Given the product [Br:8][C:5]1[CH:4]=[C:3]2[C:2](=[CH:7][CH:6]=1)[N:1]=[CH:20][N:22]=[C:9]2[C:11]1[CH:16]=[CH:15][N:14]=[CH:13][CH:12]=1, predict the reactants needed to synthesize it. The reactants are: [NH2:1][C:2]1[CH:7]=[CH:6][C:5]([Br:8])=[CH:4][C:3]=1[C:9]([C:11]1[CH:16]=[CH:15][N:14]=[CH:13][CH:12]=1)=O.C(O)=O.[CH:20]([NH2:22])=O. (2) Given the product [CH3:1][S:2][C:3]1[C:4]([N:17]=[O:18])=[C:5]2[N:10]([C:11]=1[C:12]([O:14][CH2:15][CH3:16])=[O:13])[CH:9]=[CH:8][CH:7]=[CH:6]2, predict the reactants needed to synthesize it. The reactants are: [CH3:1][S:2][C:3]1[CH:4]=[C:5]2[N:10]([C:11]=1[C:12]([O:14][CH2:15][CH3:16])=[O:13])[CH:9]=[CH:8][CH:7]=[CH:6]2.[N:17]([O-])=[O:18].[Na+].[OH-].[Na+]. (3) The reactants are: [Cl:1][C:2]1[CH:7]=[CH:6][C:5]([C:8]2[N:12]([CH2:13][CH:14]=[CH2:15])[C:11](=[O:16])[N:10]([CH2:17][C:18]([OH:20])=O)[N:9]=2)=[CH:4][CH:3]=1.[F:21][C:22]([F:34])([F:33])[C:23]1[CH:24]=[C:25]([C:29]([NH2:32])([CH3:31])[CH3:30])[CH:26]=[CH:27][CH:28]=1.C1C=CC2N(O)N=NC=2C=1.CCN=C=NCCCN(C)C.Cl. Given the product [Cl:1][C:2]1[CH:3]=[CH:4][C:5]([C:8]2[N:12]([CH2:13][CH:14]=[CH2:15])[C:11](=[O:16])[N:10]([CH2:17][C:18]([NH:32][C:29]([CH3:31])([C:25]3[CH:26]=[CH:27][CH:28]=[C:23]([C:22]([F:21])([F:33])[F:34])[CH:24]=3)[CH3:30])=[O:20])[N:9]=2)=[CH:6][CH:7]=1, predict the reactants needed to synthesize it.